From a dataset of Full USPTO retrosynthesis dataset with 1.9M reactions from patents (1976-2016). Predict the reactants needed to synthesize the given product. (1) Given the product [CH3:1][O:2][C:3]1[CH:4]=[CH:5][C:6]2[C:10]([O:11][C:12]3[CH:13]=[CH:14][C:15]([O:16][CH2:17][CH2:18][N:19]4[CH2:24][CH2:23][CH2:22][CH2:21][CH2:20]4)=[CH:25][CH:26]=3)=[CH:9][S:8][C:7]=2[CH:29]=1, predict the reactants needed to synthesize it. The reactants are: [CH3:1][O:2][C:3]1[CH:4]=[CH:5][C:6]2[C:10]([O:11][C:12]3[CH:26]=[CH:25][C:15]([O:16][CH2:17][CH2:18][N:19]4[CH2:24][CH2:23][CH2:22][CH2:21][CH2:20]4)=[CH:14][CH:13]=3)=[CH:9][S:8](=O)(=O)[C:7]=2[CH:29]=1.[H-].C([Al+]CC(C)C)C(C)C.C(C(C(C([O-])=O)O)O)([O-])=O.[K+].[Na+]. (2) Given the product [Cl:11][CH2:10][CH2:9][CH2:8][O:17][C:18]1[CH:19]=[CH:20][C:21]([C:22]([O:24][CH3:25])=[O:23])=[CH:26][CH:27]=1, predict the reactants needed to synthesize it. The reactants are: C(=O)([O-])[O-].[K+].[K+].Br[CH2:8][CH2:9][CH2:10][Cl:11].CN(C)C=O.[OH:17][C:18]1[CH:27]=[CH:26][C:21]([C:22]([O:24][CH3:25])=[O:23])=[CH:20][CH:19]=1. (3) Given the product [CH2:1]([C:8]1[NH:17][C:11]2=[N:12][CH:13]=[C:14]([C:29]#[C:28][CH2:27][CH2:26][C:25]#[N:30])[CH:15]=[C:10]2[N:9]=1)[C:2]1[CH:7]=[CH:6][CH:5]=[CH:4][CH:3]=1, predict the reactants needed to synthesize it. The reactants are: [CH2:1]([C:8]1[NH:17][C:11]2=[N:12][CH:13]=[C:14](Br)[CH:15]=[C:10]2[N:9]=1)[C:2]1[CH:7]=[CH:6][CH:5]=[CH:4][CH:3]=1.CCN(CC)CC.[C:25](#[N:30])[CH2:26][CH2:27][C:28]#[CH:29]. (4) Given the product [C:9]([N:11]=[C:12]([N:5]1[CH2:6][CH2:7][O:8][CH:3]([CH3:2])[CH2:4]1)[S:13][CH3:14])#[N:10], predict the reactants needed to synthesize it. The reactants are: Cl.[CH3:2][CH:3]1[O:8][CH2:7][CH2:6][NH:5][CH2:4]1.[C:9]([N:11]=[C:12](SC)[S:13][CH3:14])#[N:10].C(=O)([O-])[O-].[Na+].[Na+]. (5) Given the product [CH2:12]([O:11][C:9](=[O:10])[CH:8]([C:5]1[CH:4]=[CH:3][C:2]([Br:1])=[CH:7][CH:6]=1)[CH:15]([CH3:16])[CH3:14])[CH3:13], predict the reactants needed to synthesize it. The reactants are: [Br:1][C:2]1[CH:7]=[CH:6][C:5]([CH2:8][C:9]([O:11][CH2:12][CH3:13])=[O:10])=[CH:4][CH:3]=1.[CH3:14][C:15](C)([O-])[CH3:16].[K+].IC(C)C.